Dataset: Forward reaction prediction with 1.9M reactions from USPTO patents (1976-2016). Task: Predict the product of the given reaction. (1) Given the reactants [Cl:1][C:2]1[N:10]=[C:9]2[C:5]([N:6]=[C:7]([CH:12]=O)[N:8]2[CH3:11])=[C:4]([N:14]2[CH2:19][CH2:18][O:17][CH2:16][CH2:15]2)[N:3]=1.[O:20]1[CH2:25][CH2:24][CH:23]([N:26]2[CH2:31][CH2:30][NH:29][CH2:28][CH2:27]2)[CH2:22][CH2:21]1.C(O[BH-](OC(=O)C)OC(=O)C)(=O)C.[Na+], predict the reaction product. The product is: [Cl:1][C:2]1[N:10]=[C:9]2[C:5]([N:6]=[C:7]([CH2:12][N:29]3[CH2:28][CH2:27][N:26]([CH:23]4[CH2:24][CH2:25][O:20][CH2:21][CH2:22]4)[CH2:31][CH2:30]3)[N:8]2[CH3:11])=[C:4]([N:14]2[CH2:19][CH2:18][O:17][CH2:16][CH2:15]2)[N:3]=1. (2) Given the reactants [NH2:1][C:2]1[C:7]([C:8]2[S:9][C:10]3[CH:16]=[CH:15][C:14]([NH:17][C:18]([NH:20][C:21]4[CH:26]=[CH:25][CH:24]=[C:23]([CH3:27])[CH:22]=4)=[O:19])=[CH:13][C:11]=3[CH:12]=2)=[CH:6][C:5]([B:28]2[O:32]C(C)(C)C(C)(C)[O:29]2)=[CH:4][N:3]=1.Cl, predict the reaction product. The product is: [NH2:1][C:2]1[N:3]=[CH:4][C:5]([B:28]([OH:29])[OH:32])=[CH:6][C:7]=1[C:8]1[S:9][C:10]2[CH:16]=[CH:15][C:14]([NH:17][C:18]([NH:20][C:21]3[CH:26]=[CH:25][CH:24]=[C:23]([CH3:27])[CH:22]=3)=[O:19])=[CH:13][C:11]=2[CH:12]=1. (3) Given the reactants S(Cl)([Cl:3])=O.[C:5]([C:8]1[CH:21]=[CH:20][C:11]2[NH:12][C:13]([NH:15][C:16]([O:18][CH3:19])=[O:17])=[N:14][C:10]=2[CH:9]=1)(O)=[O:6], predict the reaction product. The product is: [Cl:3][C:5]([C:8]1[CH:21]=[CH:20][C:11]2[NH:12][C:13]([NH:15][C:16]([O:18][CH3:19])=[O:17])=[N:14][C:10]=2[CH:9]=1)=[O:6]. (4) Given the reactants [OH-].[Li+].[CH3:3][N:4]1[C:8]([C:9]2[CH:14]=[CH:13][CH:12]=[CH:11][CH:10]=2)=[CH:7][CH:6]=[C:5]1[C:15]([O:17]C)=[O:16].CO.Cl, predict the reaction product. The product is: [CH3:3][N:4]1[C:8]([C:9]2[CH:14]=[CH:13][CH:12]=[CH:11][CH:10]=2)=[CH:7][CH:6]=[C:5]1[C:15]([OH:17])=[O:16].